Dataset: NCI-60 drug combinations with 297,098 pairs across 59 cell lines. Task: Regression. Given two drug SMILES strings and cell line genomic features, predict the synergy score measuring deviation from expected non-interaction effect. (1) Drug 1: CCN(CC)CCNC(=O)C1=C(NC(=C1C)C=C2C3=C(C=CC(=C3)F)NC2=O)C. Drug 2: C(=O)(N)NO. Cell line: NCI-H322M. Synergy scores: CSS=7.67, Synergy_ZIP=-1.97, Synergy_Bliss=-0.267, Synergy_Loewe=1.86, Synergy_HSA=-1.21. (2) Drug 1: C1=C(C(=O)NC(=O)N1)F. Drug 2: CC(C)(C#N)C1=CC(=CC(=C1)CN2C=NC=N2)C(C)(C)C#N. Cell line: SK-OV-3. Synergy scores: CSS=22.1, Synergy_ZIP=3.17, Synergy_Bliss=3.03, Synergy_Loewe=4.23, Synergy_HSA=4.39. (3) Drug 1: C1=NC2=C(N=C(N=C2N1C3C(C(C(O3)CO)O)F)Cl)N. Drug 2: CC1=C(C(=O)C2=C(C1=O)N3CC4C(C3(C2COC(=O)N)OC)N4)N. Cell line: ACHN. Synergy scores: CSS=57.8, Synergy_ZIP=-3.25, Synergy_Bliss=-1.02, Synergy_Loewe=-9.26, Synergy_HSA=-1.61. (4) Drug 2: CNC(=O)C1=CC=CC=C1SC2=CC3=C(C=C2)C(=NN3)C=CC4=CC=CC=N4. Drug 1: C1CCN(CC1)CCOC2=CC=C(C=C2)C(=O)C3=C(SC4=C3C=CC(=C4)O)C5=CC=C(C=C5)O. Cell line: NCI-H226. Synergy scores: CSS=-3.19, Synergy_ZIP=0.0466, Synergy_Bliss=-1.82, Synergy_Loewe=-4.60, Synergy_HSA=-3.93. (5) Drug 1: C1C(C(OC1N2C=NC(=NC2=O)N)CO)O. Drug 2: CC1C(C(CC(O1)OC2CC(CC3=C2C(=C4C(=C3O)C(=O)C5=C(C4=O)C(=CC=C5)OC)O)(C(=O)CO)O)N)O.Cl. Cell line: IGROV1. Synergy scores: CSS=32.2, Synergy_ZIP=0.260, Synergy_Bliss=-6.32, Synergy_Loewe=-11.1, Synergy_HSA=-5.12. (6) Drug 1: C1=CC=C(C(=C1)C(C2=CC=C(C=C2)Cl)C(Cl)Cl)Cl. Drug 2: CC1C(C(CC(O1)OC2CC(CC3=C2C(=C4C(=C3O)C(=O)C5=C(C4=O)C(=CC=C5)OC)O)(C(=O)CO)O)N)O.Cl. Cell line: OVCAR3. Synergy scores: CSS=47.0, Synergy_ZIP=-3.88, Synergy_Bliss=-2.49, Synergy_Loewe=-0.725, Synergy_HSA=0.900. (7) Drug 1: C1=CC(=CC=C1CCC2=CNC3=C2C(=O)NC(=N3)N)C(=O)NC(CCC(=O)O)C(=O)O. Drug 2: CCCS(=O)(=O)NC1=C(C(=C(C=C1)F)C(=O)C2=CNC3=C2C=C(C=N3)C4=CC=C(C=C4)Cl)F. Cell line: A549. Synergy scores: CSS=25.5, Synergy_ZIP=-10.3, Synergy_Bliss=-8.54, Synergy_Loewe=-21.1, Synergy_HSA=-9.13. (8) Drug 1: CC1=C(C=C(C=C1)NC2=NC=CC(=N2)N(C)C3=CC4=NN(C(=C4C=C3)C)C)S(=O)(=O)N.Cl. Drug 2: C1=CC(=CC=C1CCCC(=O)O)N(CCCl)CCCl. Cell line: U251. Synergy scores: CSS=34.4, Synergy_ZIP=-1.88, Synergy_Bliss=-2.58, Synergy_Loewe=0.673, Synergy_HSA=0.914. (9) Drug 1: CCC1(CC2CC(C3=C(CCN(C2)C1)C4=CC=CC=C4N3)(C5=C(C=C6C(=C5)C78CCN9C7C(C=CC9)(C(C(C8N6C)(C(=O)OC)O)OC(=O)C)CC)OC)C(=O)OC)O.OS(=O)(=O)O. Drug 2: CC1=C(C(=O)C2=C(C1=O)N3CC4C(C3(C2COC(=O)N)OC)N4)N. Cell line: SK-MEL-28. Synergy scores: CSS=22.1, Synergy_ZIP=-1.36, Synergy_Bliss=0.0565, Synergy_Loewe=1.68, Synergy_HSA=2.28. (10) Drug 1: CC1=C(C(=CC=C1)Cl)NC(=O)C2=CN=C(S2)NC3=CC(=NC(=N3)C)N4CCN(CC4)CCO. Drug 2: CC(C)CN1C=NC2=C1C3=CC=CC=C3N=C2N. Cell line: 786-0. Synergy scores: CSS=6.66, Synergy_ZIP=-3.88, Synergy_Bliss=-2.24, Synergy_Loewe=-4.87, Synergy_HSA=-2.91.